Dataset: Orexin1 receptor HTS with 218,158 compounds and 233 confirmed actives. Task: Binary Classification. Given a drug SMILES string, predict its activity (active/inactive) in a high-throughput screening assay against a specified biological target. (1) The compound is Clc1cc(N2CCN(CC2)C(=O)CCC(=O)c2sccc2)ccc1. The result is 0 (inactive). (2) The compound is O(C1C(CCC(C1)C)C(C)C)C(=O)Cn1c([n+](c2c1cccc2)C)COc1ccc(OC)cc1. The result is 1 (active). (3) The molecule is O=C(NCCc1c2c([nH]c1)cccc2)Cn1nc([N+]([O-])=O)cc1. The result is 0 (inactive). (4) The drug is O=c1n(c2c(n1C)ccc(NC(=O)c1cc(OC)cc(OC)c1)c2)C. The result is 0 (inactive). (5) The drug is Clc1c(CNC(=O)CN2CCOCC2)cccc1. The result is 0 (inactive). (6) The drug is ClC(Cl)(Cl)COS(=O)(=O)NC1C2C(C(NS(OCC(Cl)(Cl)Cl)(=O)=O)C1)CCCC2. The result is 0 (inactive). (7) The compound is Clc1c(OCC(=O)Nc2sc(cn2)C)cccc1. The result is 0 (inactive). (8) The result is 0 (inactive). The compound is O(CC(=O)c1c(n(c(=O)n(c1=O)C)C)N)C(=O)c1c2c(nc(c1)c1ccc(OC)cc1)cccc2. (9) The result is 0 (inactive). The drug is O(CC(=O)NCC(C)C)C(=O)c1n[nH]c2c1cccc2. (10) The result is 0 (inactive). The compound is S(c1[nH]c2c(n1)nccc2)CC(C)=C.